Dataset: Reaction yield outcomes from USPTO patents with 853,638 reactions. Task: Predict the reaction yield, written as a fraction of the theoretical maximum amount of product (1.0 means a 100% yield; for example, 0.34 means a 34% yield). (1) The reactants are [NH2:1][C:2]1[CH:10]=[CH:9][CH:8]=[CH:7][C:3]=1[CH2:4][CH2:5][OH:6].[C:11](Cl)(Cl)=[O:12].C1(C)C=CC=CC=1. The catalyst is C1COCC1. The product is [CH:7]1[C:3]2[CH2:4][CH2:5][O:6][C:11](=[O:12])[NH:1][C:2]=2[CH:10]=[CH:9][CH:8]=1. The yield is 0.840. (2) The reactants are [CH:1]([C:4]1[CH:16]=[CH:15][C:7]([C:8]([O:10]C(C)(C)C)=[O:9])=[CH:6][C:5]=1[O:17][C:18]1[CH:23]=[CH:22][CH:21]=[CH:20][CH:19]=1)([CH3:3])[CH3:2].FC(F)(F)C(O)=O. The catalyst is ClCCl. The product is [CH:1]([C:4]1[CH:16]=[CH:15][C:7]([C:8]([OH:10])=[O:9])=[CH:6][C:5]=1[O:17][C:18]1[CH:23]=[CH:22][CH:21]=[CH:20][CH:19]=1)([CH3:3])[CH3:2]. The yield is 0.813. (3) The reactants are C[O:2][C:3](=[O:36])[C:4]1[CH:9]=[CH:8][CH:7]=[C:6]([C:10]2[O:11][C:12]([CH3:35])=[C:13]([CH2:15][N:16]([CH2:33][CH3:34])[C:17]3[CH:22]=[CH:21][C:20]([C:23]([OH:32])([C:28]([F:31])([F:30])[F:29])[C:24]([F:27])([F:26])[F:25])=[CH:19][CH:18]=3)[N:14]=2)[CH:5]=1.[Li+].[OH-].Cl.CCOCC. The catalyst is C1COCC1.O. The product is [CH2:33]([N:16]([CH2:15][C:13]1[N:14]=[C:10]([C:6]2[CH:5]=[C:4]([CH:9]=[CH:8][CH:7]=2)[C:3]([OH:36])=[O:2])[O:11][C:12]=1[CH3:35])[C:17]1[CH:22]=[CH:21][C:20]([C:23]([OH:32])([C:24]([F:25])([F:26])[F:27])[C:28]([F:30])([F:31])[F:29])=[CH:19][CH:18]=1)[CH3:34]. The yield is 0.880. (4) The reactants are [CH3:1][N:2]1[N:6]=[N:5][C:4]([C:7]2[CH:12]=[CH:11][C:10]([C:13]3[CH:18]=[CH:17][C:16]([N:19]4[CH2:23][C@H:22]([CH2:24][O:25]S(C)(=O)=O)[O:21][C:20]4=[O:30])=[CH:15][C:14]=3[F:31])=[CH:9][N:8]=2)=[N:3]1.[CH3:32][O-].[Na+]. The catalyst is CO. The product is [CH3:1][N:2]1[N:6]=[N:5][C:4]([C:7]2[CH:12]=[CH:11][C:10]([C:13]3[CH:18]=[CH:17][C:16]([N:19]4[CH2:23][C@H:22]([CH2:24][O:25][CH3:32])[O:21][C:20]4=[O:30])=[CH:15][C:14]=3[F:31])=[CH:9][N:8]=2)=[N:3]1. The yield is 0.580. (5) The reactants are C([O:3][C:4]([NH:6]/[C:7](=[N:11]\[C:12]1[CH:20]=[CH:19][CH:18]=[C:17]2[C:13]=1[CH:14]=[CH:15][N:16]2C(OC(C)(C)C)=O)/[S:8][CH2:9][CH3:10])=O)C.C1C=CC(C2C=CC=CC=2)=CC=1.C1C=CC(OC2C=CC=CC=2)=CC=1. The catalyst is CCCCCCC. The product is [CH2:9]([S:8][C:7]1[NH:6][C:4](=[O:3])[C:20]2[C:12](=[C:13]3[CH:14]=[CH:15][NH:16][C:17]3=[CH:18][CH:19]=2)[N:11]=1)[CH3:10]. The yield is 0.830. (6) The reactants are [C:1]([C:3]1[CH:4]=[C:5]([NH2:9])[CH:6]=[CH:7][CH:8]=1)#[CH:2].[CH2:10]([O:12][C:13](=[O:16])[CH:14]=O)[CH3:11].C(O)(=O)C.C(O[BH-](OC(=O)C)OC(=O)C)(=O)C.[Na+].C(=O)(O)[O-].[Na+]. The catalyst is ClCCCl.C(OCC)C. The product is [CH2:10]([O:12][C:13]([CH2:14][NH:9][C:5]1[CH:6]=[CH:7][CH:8]=[C:3]([C:1]#[CH:2])[CH:4]=1)=[O:16])[CH3:11]. The yield is 0.800. (7) The reactants are [F:1][C:2]1[N:7]=[C:6](B(O)O)[CH:5]=[CH:4][CH:3]=1.C(=O)([O-])[O-].[K+].[K+].Br[C:18]1[S:19][CH:20]=[C:21]([Br:23])[N:22]=1. The catalyst is C(O)C.C1(C)C=CC=CC=1.[Pd].C1(P(C2C=CC=CC=2)C2C=CC=CC=2)C=CC=CC=1.C1(P(C2C=CC=CC=2)C2C=CC=CC=2)C=CC=CC=1.C1(P(C2C=CC=CC=2)C2C=CC=CC=2)C=CC=CC=1.C1(P(C2C=CC=CC=2)C2C=CC=CC=2)C=CC=CC=1. The product is [Br:23][C:21]1[N:22]=[C:18]([C:6]2[CH:5]=[CH:4][CH:3]=[C:2]([F:1])[N:7]=2)[S:19][CH:20]=1. The yield is 0.228.